From a dataset of Full USPTO retrosynthesis dataset with 1.9M reactions from patents (1976-2016). Predict the reactants needed to synthesize the given product. (1) The reactants are: [N:1]1[NH:2][C:3]([C:10]([OH:12])=O)=[C:4]2[C:9]=1[CH2:8][CH2:7][CH2:6][CH2:5]2.[NH2:13][C@@H:14]([CH3:31])[CH2:15][N:16]1[CH:20]=[CH:19][C:18]([C:21]2[CH:28]=[C:27]([F:29])[C:24]([C:25]#[N:26])=[C:23]([Cl:30])[CH:22]=2)=[N:17]1. Given the product [Cl:30][C:23]1[CH:22]=[C:21]([C:18]2[CH:19]=[CH:20][N:16]([CH2:15][C@@H:14]([NH:13][C:10]([C:3]3[NH:2][N:1]=[C:9]4[C:4]=3[CH2:5][CH2:6][CH2:7][CH2:8]4)=[O:12])[CH3:31])[N:17]=2)[CH:28]=[C:27]([F:29])[C:24]=1[C:25]#[N:26], predict the reactants needed to synthesize it. (2) Given the product [CH3:14][CH2:13][CH2:12][CH:11]([C:16]1([CH2:17][CH3:8])[C:15](=[O:18])[NH:68][C:66](=[O:67])[NH:65][C:63]1=[O:64])[CH3:10], predict the reactants needed to synthesize it. The reactants are: CCCN([CH:8]1[CH2:17][C:16]2[C:15]([OH:18])=[CH:14][CH:13]=[CH:12][C:11]=2[CH2:10]C1)CCC.C1C=NC(N2CCN(CCCCN3C(=O)CC4(CCCC4)CC3=O)CC2)=NC=1.N[C@H](C([O-])=O)CCC([O-])=O.C1C=CC2[NH:68][C:66](=[O:67])[N:65](CCN3CCC(C(C4C=CC(F)=CC=4)=O)CC3)[C:63](=[O:64])C=2C=1.CCCN(C1CC2C(OC)=CC=CC=2CC1)CCCl. (3) Given the product [CH3:30][O:31][C:32]1[CH:37]=[C:36]([C:2]2[CH:3]=[CH:4][C:5]([N:8]3[CH2:9][CH2:10][N:11]([CH2:14][C:15]4[CH:24]=[N:23][C:22]5[N:21]6[CH2:25][CH2:26][CH2:27][CH2:28][C@H:20]6[C:19](=[O:29])[NH:18][C:17]=5[CH:16]=4)[CH2:12][CH2:13]3)=[CH:6][CH:7]=2)[CH:35]=[CH:34][N:33]=1, predict the reactants needed to synthesize it. The reactants are: Br[C:2]1[CH:7]=[CH:6][C:5]([N:8]2[CH2:13][CH2:12][N:11]([CH2:14][C:15]3[CH:24]=[N:23][C:22]4[N:21]5[CH2:25][CH2:26][CH2:27][CH2:28][C@H:20]5[C:19](=[O:29])[NH:18][C:17]=4[CH:16]=3)[CH2:10][CH2:9]2)=[CH:4][CH:3]=1.[CH3:30][O:31][C:32]1[CH:37]=[C:36](B(O)O)[CH:35]=[CH:34][N:33]=1.C(=O)(O)[O-].[Na+]. (4) Given the product [C:1]([O:5][C:6](=[O:7])[NH:8][C:9]1[S:10][CH:13]=[C:12]([S:14][CH2:15][CH3:16])[N:11]=1)([CH3:4])([CH3:2])[CH3:3], predict the reactants needed to synthesize it. The reactants are: [C:1]([O:5][C:6]([NH:8][C:9]([NH2:11])=[S:10])=[O:7])([CH3:4])([CH3:3])[CH3:2].[CH2:12]([S:14][C:15](=O)[CH2:16]Br)[CH3:13]. (5) Given the product [O:17]=[C:15]1[CH2:14][O:13][C:12]2[CH:18]=[N:19][C:9]([CH:1]=[O:21])=[CH:10][C:11]=2[NH:16]1, predict the reactants needed to synthesize it. The reactants are: [CH:1](/[C:9]1[N:19]=[CH:18][C:12]2[O:13][CH2:14][C:15](=[O:17])[NH:16][C:11]=2[CH:10]=1)=C\C1C=CC=CC=1.C[OH:21]. (6) Given the product [CH2:1]([O:3][C:4]([C:6]1[N:7]([CH3:22])[C:8]([CH2:20][CH3:21])=[C:9]([C:18]#[N:19])[C:10]=1[C:11]1[CH:16]=[CH:15][C:14]([NH:17][CH2:23][C:24]2[CH:29]=[CH:28][CH:27]=[CH:26][CH:25]=2)=[CH:13][CH:12]=1)=[O:5])[CH3:2], predict the reactants needed to synthesize it. The reactants are: [CH2:1]([O:3][C:4]([C:6]1[N:7]([CH3:22])[C:8]([CH2:20][CH3:21])=[C:9]([C:18]#[N:19])[C:10]=1[C:11]1[CH:16]=[CH:15][C:14]([NH2:17])=[CH:13][CH:12]=1)=[O:5])[CH3:2].[CH:23](=O)[C:24]1[CH:29]=[CH:28][CH:27]=[CH:26][CH:25]=1.[BH4-].[Na+].O.